This data is from Full USPTO retrosynthesis dataset with 1.9M reactions from patents (1976-2016). The task is: Predict the reactants needed to synthesize the given product. (1) Given the product [C:7]([O:10][N:11]([S:12]([C:15]1[CH:20]=[CH:19][CH:18]=[CH:17][C:16]=1[Br:21])(=[O:14])=[O:13])[C:2](=[O:3])[O:4][CH2:5][CH3:6])(=[O:9])[CH3:8], predict the reactants needed to synthesize it. The reactants are: Cl[C:2]([O:4][CH2:5][CH3:6])=[O:3].[C:7]([O:10][NH:11][S:12]([C:15]1[CH:20]=[CH:19][CH:18]=[CH:17][C:16]=1[Br:21])(=[O:14])=[O:13])(=[O:9])[CH3:8]. (2) Given the product [Br:11][C:12]1[CH:21]=[CH:20][C:19]([Cl:22])=[CH:18][C:13]=1[C:14](=[O:16])[CH2:26][CH2:25][C:24]([F:34])([F:23])[C:30]([F:33])([F:32])[F:31], predict the reactants needed to synthesize it. The reactants are: C[Si]([N-][Si](C)(C)C)(C)C.[Na+].[Br:11][C:12]1[CH:21]=[CH:20][C:19]([Cl:22])=[CH:18][C:13]=1[C:14]([O:16]C)=O.[F:23][C:24]([F:34])([C:30]([F:33])([F:32])[F:31])[CH2:25][CH2:26]C(O)=O. (3) The reactants are: S(=O)(=O)(O)O.[Cl:6][C:7]1[CH:12]=[C:11]([N+:13]([O-:15])=[O:14])[C:10]([Cl:16])=[CH:9][C:8]=1[CH2:17][C:18]([OH:20])=[O:19].[CH2:21](O)[CH3:22]. Given the product [CH2:21]([O:19][C:18](=[O:20])[CH2:17][C:8]1[CH:9]=[C:10]([Cl:16])[C:11]([N+:13]([O-:15])=[O:14])=[CH:12][C:7]=1[Cl:6])[CH3:22], predict the reactants needed to synthesize it. (4) Given the product [C:8]([C:3]1[CH:4]=[CH:5][CH:6]=[CH:7][C:2]=1[O:1][C:22](=[O:24])[CH3:23])(=[O:10])[CH3:9], predict the reactants needed to synthesize it. The reactants are: [OH:1][C:2]1[CH:7]=[CH:6][CH:5]=[CH:4][C:3]=1[C:8](=[O:10])[CH3:9].C(Cl)(Cl)Cl.C(N(CC)CC)C.[C:22](Cl)(=[O:24])[CH3:23]. (5) Given the product [CH2:1]([O:4][C:5]1([CH3:34])[CH2:6][CH2:7][N:8]([C:11]2[C:12]3[N:13]([N:24]=[C:25]([C:27]4[CH:32]=[CH:31][CH:30]=[C:29]([Br:33])[CH:28]=4)[CH:26]=3)[CH:14]=[C:15]([CH3:23])[C:16]=2[C@H:17]([OH:22])[C:18]([O:20][CH3:21])=[O:19])[CH2:9][CH2:10]1)[CH:2]=[CH2:3], predict the reactants needed to synthesize it. The reactants are: [CH2:1]([O:4][C:5]1([CH3:34])[CH2:10][CH2:9][N:8]([C:11]2[C:12]3[N:13]([N:24]=[C:25]([C:27]4[CH:32]=[CH:31][CH:30]=[C:29]([Br:33])[CH:28]=4)[CH:26]=3)[CH:14]=[C:15]([CH3:23])[C:16]=2[C:17](=[O:22])[C:18]([O:20][CH3:21])=[O:19])[CH2:7][CH2:6]1)[CH:2]=[CH2:3].CB1N2CCC[C@@H]2C(C2C=CC=CC=2)(C2C=CC=CC=2)O1.C(=O)=O.C(#N)C.[B]1OC2C(=CC=CC=2)O1. (6) The reactants are: [Cl:1][C:2]1[CH:3]=[CH:4][C:5]2[N:9]=[C:8]([C:10]3[CH:11]=[C:12]([C:16]4([CH3:23])[NH:21][C:20](=O)[CH2:19][O:18][CH2:17]4)[CH:13]=[CH:14][CH:15]=3)[NH:7][C:6]=2[CH:24]=1.COC1C=CC(P2(SP(C3C=CC(OC)=CC=3)(=S)S2)=[S:34])=CC=1. Given the product [Cl:1][C:2]1[CH:3]=[CH:4][C:5]2[N:9]=[C:8]([C:10]3[CH:11]=[C:12]([C:16]4([CH3:23])[NH:21][C:20](=[S:34])[CH2:19][O:18][CH2:17]4)[CH:13]=[CH:14][CH:15]=3)[NH:7][C:6]=2[CH:24]=1, predict the reactants needed to synthesize it. (7) Given the product [CH3:15][O:14][C:9]1[CH:10]=[CH:11][CH:12]=[CH:13][C:8]=1[C:6]1[N:7]=[C:2]([NH:38][C:35]2[CH:36]=[CH:37][C:29]3[O:28][CH2:33][CH2:32][NH:31][C:30]=3[CH:34]=2)[C:3]2[NH:18][N:17]=[CH:16][C:4]=2[N:5]=1, predict the reactants needed to synthesize it. The reactants are: Cl[C:2]1[C:3]2[C:4](=[CH:16][N:17](CC3C=CC(OC)=CC=3)[N:18]=2)[N:5]=[C:6]([C:8]2[CH:13]=[CH:12][CH:11]=[CH:10][C:9]=2[O:14][CH3:15])[N:7]=1.[O:28]1[CH2:33][CH2:32][NH:31][C:30]2[CH:34]=[C:35]([NH2:38])[CH:36]=[CH:37][C:29]1=2.Cl.